From a dataset of Full USPTO retrosynthesis dataset with 1.9M reactions from patents (1976-2016). Predict the reactants needed to synthesize the given product. (1) The reactants are: CC(OC([N:8]1[CH2:13][CH2:12][CH:11]([CH2:14][C:15]2[CH:16]=[C:17]([C:21]([NH:23][CH2:24][C:25]3[CH:26]=[CH:27][C:28]([F:52])=[C:29]([C:31]4[CH:36]=[CH:35][CH:34]=[C:33]([CH2:37][N:38]5[CH2:43][CH2:42][N:41](C(OC(C)(C)C)=O)[C@@H:40]([CH3:51])[CH2:39]5)[CH:32]=4)[CH:30]=3)=[O:22])[CH:18]=[CH:19][CH:20]=2)[CH2:10][CH2:9]1)=O)(C)C.[H-].[Na+].Br[CH2:56][CH2:57][CH2:58][CH2:59][CH2:60][CH3:61]. Given the product [F:52][C:28]1[C:29]([C:31]2[CH:36]=[CH:35][CH:34]=[C:33]([CH2:37][N:38]3[CH2:43][CH2:42][NH:41][C@@H:40]([CH3:51])[CH2:39]3)[CH:32]=2)=[CH:30][C:25]([CH2:24][N:23]([CH2:56][CH2:57][CH2:58][CH2:59][CH2:60][CH3:61])[C:21](=[O:22])[C:17]2[CH:18]=[CH:19][CH:20]=[C:15]([CH2:14][CH:11]3[CH2:12][CH2:13][NH:8][CH2:9][CH2:10]3)[CH:16]=2)=[CH:26][CH:27]=1, predict the reactants needed to synthesize it. (2) Given the product [Cl:19][CH2:20][CH2:21][C:22]([C:3]1[CH:4]=[C:5]2[C:10](=[CH:11][C:2]=1[F:1])[NH:9][C:8](=[O:12])[CH2:7][C:6]2([CH3:14])[CH3:13])=[O:23], predict the reactants needed to synthesize it. The reactants are: [F:1][C:2]1[CH:11]=[C:10]2[C:5]([C:6]([CH3:14])([CH3:13])[CH2:7][C:8](=[O:12])[NH:9]2)=[CH:4][CH:3]=1.[Cl-].[Al+3].[Cl-].[Cl-].[Cl:19][CH2:20][CH2:21][C:22](Cl)=[O:23].